Dataset: Full USPTO retrosynthesis dataset with 1.9M reactions from patents (1976-2016). Task: Predict the reactants needed to synthesize the given product. (1) Given the product [CH3:21][C:17]1[CH:16]=[C:15]([N:13]2[N:12]=[N:11][C:10]([C@H:8]([OH:7])[CH3:9])=[N:14]2)[CH:20]=[CH:19][CH:18]=1, predict the reactants needed to synthesize it. The reactants are: O.[OH-].[Li+].C([O:7][C@@H:8]([C:10]1[N:11]=[N:12][N:13]([C:15]2[CH:20]=[CH:19][CH:18]=[C:17]([CH3:21])[CH:16]=2)[N:14]=1)[CH3:9])(=O)C. (2) Given the product [CH3:20][O:19][C:16]1[CH:17]=[CH:18][C:13]([C:8]2[N:7]=[C:6]([CH2:5][CH2:4][OH:3])[C:11]([CH3:12])=[CH:10][CH:9]=2)=[CH:14][CH:15]=1, predict the reactants needed to synthesize it. The reactants are: C([O:3][C:4](=O)[CH2:5][C:6]1[C:11]([CH3:12])=[CH:10][CH:9]=[C:8]([C:13]2[CH:18]=[CH:17][C:16]([O:19][CH3:20])=[CH:15][CH:14]=2)[N:7]=1)C.[Li+].[BH4-]. (3) Given the product [F:1][C:2]1[CH:3]=[CH:4][C:5]([N+:19]([O-:21])=[O:20])=[C:6]([CH2:8][C:9]([O:11][CH2:12][CH3:13])=[O:10])[CH:7]=1, predict the reactants needed to synthesize it. The reactants are: [F:1][C:2]1[CH:3]=[CH:4][C:5]([N+:19]([O-:21])=[O:20])=[C:6]([CH:8](C(OCC)=O)[C:9]([O:11][CH2:12][CH3:13])=[O:10])[CH:7]=1.O[Li].O.O. (4) Given the product [C:12]([O:10][CH2:1][CH2:2][CH2:3][CH:4]([OH:9])[CH2:5][CH2:6][CH2:7][O:8][C:35](=[O:37])[CH3:36])(=[O:13])[CH3:11], predict the reactants needed to synthesize it. The reactants are: [CH2:1]([OH:10])[CH2:2][CH2:3][CH:4]([OH:9])[CH2:5][CH2:6][CH2:7][OH:8].[CH3:11][C:12](OCC1C2C(=CC=CC=2)C(COC(C)=O)=C2C=1C=CC=C2)=[O:13].[C:35](OCC)(=[O:37])[CH3:36]. (5) Given the product [Cl:10][CH2:11][CH2:12][CH2:13][O:14][C:15]1[CH:24]=[C:23]2[C:18]([C:19]([NH:25][C:26]3[CH:30]=[C:29]([CH2:31][C:32]([NH:4][C:3]4[CH:5]=[CH:6][CH:7]=[C:8]([F:9])[C:2]=4[F:1])=[O:33])[NH:28][N:27]=3)=[N:20][CH:21]=[N:22]2)=[CH:17][CH:16]=1, predict the reactants needed to synthesize it. The reactants are: [F:1][C:2]1[C:8]([F:9])=[CH:7][CH:6]=[CH:5][C:3]=1[NH2:4].[Cl:10][CH2:11][CH2:12][CH2:13][O:14][C:15]1[CH:24]=[C:23]2[C:18]([C:19]([NH:25][C:26]3[CH:30]=[C:29]([CH2:31][C:32](O)=[O:33])[NH:28][N:27]=3)=[N:20][CH:21]=[N:22]2)=[CH:17][CH:16]=1.P(Cl)(Cl)(Cl)=O.CCOCC. (6) Given the product [CH3:1][O:2][C:3]([C:5]1[CH:6]=[C:7]([CH3:17])[C:8]2[N:12]=[C:11]([CH2:13][CH2:14][CH3:15])[N:10]([CH2:25][C:26]3[CH:43]=[CH:42][C:29]4/[C:30](=[CH:39]/[C:40]#[N:41])/[C:31]5[CH:38]=[CH:37][CH:36]=[CH:35][C:32]=5[CH2:33][CH2:34][C:28]=4[CH:27]=3)[C:9]=2[CH:16]=1)=[O:4], predict the reactants needed to synthesize it. The reactants are: [CH3:1][O:2][C:3]([C:5]1[CH:6]=[C:7]([CH3:17])[C:8]2[NH:12][C:11]([CH2:13][CH2:14][CH3:15])=[N:10][C:9]=2[CH:16]=1)=[O:4].CC(C)([O-])C.[K+].Br[CH2:25][C:26]1[CH:43]=[CH:42][C:29]2/[C:30](=[CH:39]/[C:40]#[N:41])/[C:31]3[CH:38]=[CH:37][CH:36]=[CH:35][C:32]=3[CH2:33][CH2:34][C:28]=2[CH:27]=1.C(OCC)(=O)C. (7) Given the product [F:37][C:2]1([F:1])[O:6][C:5]2[CH:7]=[CH:8][C:9]([C:11]3([C:14]([NH:16][C:17]4[N:22]=[C:21]([C:23]5[CH:24]=[C:25]([CH:29]=[CH:30][CH:31]=5)[C:26]([OH:28])=[O:27])[C:20]([CH3:36])=[CH:19][CH:18]=4)=[O:15])[CH2:13][CH2:12]3)=[CH:10][C:4]=2[O:3]1.[ClH:39], predict the reactants needed to synthesize it. The reactants are: [F:1][C:2]1([F:37])[O:6][C:5]2[CH:7]=[CH:8][C:9]([C:11]3([C:14]([NH:16][C:17]4[N:22]=[C:21]([C:23]5[C:24](C(C)(C)C)=[C:25]([CH:29]=[CH:30][CH:31]=5)[C:26]([O-:28])=[O:27])[C:20]([CH3:36])=[CH:19][CH:18]=4)=[O:15])[CH2:13][CH2:12]3)=[CH:10][C:4]=2[O:3]1.O.[ClH:39]. (8) Given the product [F:23][C:5]1[C:6]([NH:8][C@H:9]2[CH2:14][CH2:13][C@H:12]([NH:15][C:16](=[O:22])[O:17][C:18]([CH3:21])([CH3:20])[CH3:19])[CH2:11][CH2:10]2)=[N:7][C:2]([NH:27][CH3:26])=[C:3]([C:24]#[N:25])[CH:4]=1, predict the reactants needed to synthesize it. The reactants are: Cl[C:2]1[N:7]=[C:6]([NH:8][C@H:9]2[CH2:14][CH2:13][C@H:12]([NH:15][C:16](=[O:22])[O:17][C:18]([CH3:21])([CH3:20])[CH3:19])[CH2:11][CH2:10]2)[C:5]([F:23])=[CH:4][C:3]=1[C:24]#[N:25].[CH3:26][NH2:27].